From a dataset of Forward reaction prediction with 1.9M reactions from USPTO patents (1976-2016). Predict the product of the given reaction. (1) Given the reactants Cl[C:2]1[C:3]2[N:26]=[CH:25][CH:24]=[CH:23][C:4]=2[C:5]([N:8]2[CH2:13][CH2:12][N:11]([C:14]([C:16]3[CH:21]=[CH:20][CH:19]=[CH:18][CH:17]=3)=[O:15])[CH2:10][C@H:9]2[CH3:22])=[N:6][N:7]=1.[C:27]1(B(O)O)[CH:32]=[CH:31][CH:30]=[CH:29][CH:28]=1.C(=O)([O-])[O-].[Na+].[Na+], predict the reaction product. The product is: [CH3:22][C@H:9]1[N:8]([C:5]2[C:4]3[CH:23]=[CH:24][CH:25]=[N:26][C:3]=3[C:2]([C:27]3[CH:32]=[CH:31][CH:30]=[CH:29][CH:28]=3)=[N:7][N:6]=2)[CH2:13][CH2:12][N:11]([C:14]([C:16]2[CH:21]=[CH:20][CH:19]=[CH:18][CH:17]=2)=[O:15])[CH2:10]1. (2) Given the reactants [F:1][C:2]([F:17])([F:16])[CH2:3][N:4]1[C:8]2[C:9]([NH:13]C=O)=[CH:10][CH:11]=[CH:12][C:7]=2[N:6]=[CH:5]1.C(N1C2C(N)=CC=CC=2N=C1C)C, predict the reaction product. The product is: [F:17][C:2]([F:1])([F:16])[CH2:3][N:4]1[C:8]2[C:9]([NH2:13])=[CH:10][CH:11]=[CH:12][C:7]=2[N:6]=[CH:5]1. (3) Given the reactants COC(C1[C:13]2[C:8](=[CH:9][CH:10]=[C:11]([Br:14])[CH:12]=2)NC=1)=O.[C:15](=[O:18])([O-])[O-:16].[K+].[K+].[CH3:21][N:22]([CH:24]=O)[CH3:23].I[CH3:27], predict the reaction product. The product is: [CH3:27][O:16][C:15]([C:13]1[C:8]2[C:21](=[CH:12][C:11]([Br:14])=[CH:10][CH:9]=2)[N:22]([CH3:23])[CH:24]=1)=[O:18]. (4) Given the reactants [CH2:1]([O:3][C:4]([CH:6]1[CH2:11][N:10]([S:12]([C:15]2[CH:20]=[C:19]([Cl:21])[CH:18]=[CH:17][C:16]=2[O:22][CH3:23])(=[O:14])=[O:13])[C:9]2[CH:24]=[C:25](Br)[CH:26]=[CH:27][C:8]=2[O:7]1)=[O:5])[CH3:2].[NH2:29][C:30]1[CH:35]=[CH:34][CH:33]=[CH:32][CH:31]=1.N12CCCN=C1CCCCC2.[O:47]1CCC[CH2:48]1, predict the reaction product. The product is: [CH2:1]([O:3][C:4]([CH:6]1[CH2:11][N:10]([S:12]([C:15]2[CH:20]=[C:19]([Cl:21])[CH:18]=[CH:17][C:16]=2[O:22][CH3:23])(=[O:14])=[O:13])[C:9]2[CH:24]=[C:25]([C:48](=[O:47])[NH:29][C:30]3[CH:35]=[CH:34][CH:33]=[CH:32][CH:31]=3)[CH:26]=[CH:27][C:8]=2[O:7]1)=[O:5])[CH3:2]. (5) Given the reactants C[O:2][C:3]([C:5]1[C:6]2[N:7]([C:11]([C:25]3[CH:30]=[CH:29][CH:28]=[CH:27][CH:26]=3)=[C:12]([C:14]3[CH:19]=[CH:18][C:17]([C:20]4([NH2:24])[CH2:23][CH2:22][CH2:21]4)=[CH:16][CH:15]=3)[N:13]=2)[CH:8]=[CH:9][CH:10]=1)=O.[NH3:31], predict the reaction product. The product is: [NH2:24][C:20]1([C:17]2[CH:16]=[CH:15][C:14]([C:12]3[N:13]=[C:6]4[C:5]([C:3]([NH2:31])=[O:2])=[CH:10][CH:9]=[CH:8][N:7]4[C:11]=3[C:25]3[CH:30]=[CH:29][CH:28]=[CH:27][CH:26]=3)=[CH:19][CH:18]=2)[CH2:21][CH2:22][CH2:23]1. (6) Given the reactants [NH2:1][C:2]1[CH:3]=[CH:4][CH:5]=[C:6]2[C:11]=1[N:10]=[CH:9][CH:8]=[CH:7]2.[F:12][C:13]([F:26])([F:25])[O:14][C:15]1[CH:16]=[C:17]([S:21](Cl)(=[O:23])=[O:22])[CH:18]=[CH:19][CH:20]=1, predict the reaction product. The product is: [N:10]1[C:11]2[C:6](=[CH:5][CH:4]=[CH:3][C:2]=2[NH:1][S:21]([C:17]2[CH:18]=[CH:19][CH:20]=[C:15]([O:14][C:13]([F:12])([F:25])[F:26])[CH:16]=2)(=[O:23])=[O:22])[CH:7]=[CH:8][CH:9]=1. (7) Given the reactants [CH3:1][C:2]1([CH3:20])[O:7][CH2:6][C:5]([CH2:18][OH:19])([CH2:8][CH2:9][N:10]2[CH:14]=[CH:13][N:12]=[C:11]2[N+:15]([O-:17])=[O:16])[CH2:4][O:3]1.N12CCN(CC1)CC2.[C:29]1([CH3:39])[CH:34]=[CH:33][C:32]([S:35](Cl)(=[O:37])=[O:36])=[CH:31][CH:30]=1.[Cl-].[NH4+], predict the reaction product. The product is: [CH3:1][C:2]1([CH3:20])[O:7][CH2:6][C:5]([CH2:8][CH2:9][N:10]2[CH:14]=[CH:13][N:12]=[C:11]2[N+:15]([O-:17])=[O:16])([CH2:18][O:19][S:35]([C:32]2[CH:33]=[CH:34][C:29]([CH3:39])=[CH:30][CH:31]=2)(=[O:37])=[O:36])[CH2:4][O:3]1.